From a dataset of Full USPTO retrosynthesis dataset with 1.9M reactions from patents (1976-2016). Predict the reactants needed to synthesize the given product. The reactants are: C1C2C(COC(=O)[NH:17][C@H:18]([C:39]([OH:41])=[O:40])[CH2:19][CH2:20][CH2:21][CH2:22][N:23]([CH2:32][C:33]3[CH:38]=[CH:37][CH:36]=[CH:35][N:34]=3)[CH2:24][C:25](=[O:31])[O:26][C:27]([CH3:30])([CH3:29])[CH3:28])C3C(=CC=CC=3)C=2C=CC=1.N1CCCCC1. Given the product [NH2:17][C@@H:18]([CH2:19][CH2:20][CH2:21][CH2:22][N:23]([CH2:24][C:25]([O:26][C:27]([CH3:30])([CH3:29])[CH3:28])=[O:31])[CH2:32][C:33]1[CH:38]=[CH:37][CH:36]=[CH:35][N:34]=1)[C:39]([OH:41])=[O:40], predict the reactants needed to synthesize it.